Dataset: Full USPTO retrosynthesis dataset with 1.9M reactions from patents (1976-2016). Task: Predict the reactants needed to synthesize the given product. (1) Given the product [CH3:41][C:37]1([CH3:40])[CH2:36][CH2:35][C:34]2[N:33]=[C:32]([CH2:42][NH:43][CH3:56])[N:31]=[C:30]([N:16]3[CH2:15][C:14]4[CH:20]=[C:10]([C:8]5[CH:9]=[C:4]6[NH:3][C:2]([CH3:1])=[N:21][C:5]6=[N:6][CH:7]=5)[CH:11]=[CH:12][C:13]=4[O:19][CH2:18][CH2:17]3)[C:39]=2[CH2:38]1, predict the reactants needed to synthesize it. The reactants are: [CH3:1][C:2]1[N:3](C(OCC(C)C)=O)[C:4]2[C:5]([N:21]=1)=[N:6][CH:7]=[C:8]([C:10]1[CH:11]=[CH:12][C:13]3[O:19][CH2:18][CH2:17][NH:16][CH2:15][C:14]=3[CH:20]=1)[CH:9]=2.Cl[C:30]1[C:39]2[CH2:38][C:37]([CH3:41])([CH3:40])[CH2:36][CH2:35][C:34]=2[N:33]=[C:32]([CH2:42][N:43]([CH3:56])S(C2C=CC=CC=2[N+]([O-])=O)(=O)=O)[N:31]=1. (2) Given the product [F:8][C:9]1[CH:35]=[C:34]([F:36])[CH:33]=[CH:32][C:10]=1[O:11][CH:12]1[CH2:13][CH2:14][N:15]([C:18]2[N:19]=[C:20]3[CH2:31][CH2:30][N:29]([S:45]([CH3:44])(=[O:47])=[O:46])[CH2:28][C:21]3=[N:22][C:23]=2[NH:24][CH:25]([CH3:27])[CH3:26])[CH2:16][CH2:17]1, predict the reactants needed to synthesize it. The reactants are: OC(C(F)(F)F)=O.[F:8][C:9]1[CH:35]=[C:34]([F:36])[CH:33]=[CH:32][C:10]=1[O:11][CH:12]1[CH2:17][CH2:16][N:15]([C:18]2[N:19]=[C:20]3[CH2:31][CH2:30][NH:29][CH2:28][C:21]3=[N:22][C:23]=2[NH:24][CH:25]([CH3:27])[CH3:26])[CH2:14][CH2:13]1.C(N(CC)CC)C.[CH3:44][S:45](Cl)(=[O:47])=[O:46]. (3) Given the product [CH2:1]([N:3]1[C:7]2=[N:8][C:9]([CH2:48][CH3:49])=[C:10]([CH2:19][NH:20][C:21]([C:23]3[CH:28]=[CH:27][CH:26]=[C:25]([C:29]([NH:31][CH2:32][C:33]4[C:34]([CH3:47])=[C:35]([C:39]5[CH:44]=[CH:43][CH:42]=[C:41]([CH2:45][N:54]6[CH2:55][CH2:56][CH2:57][N:51]([CH3:50])[CH2:52][CH2:53]6)[CH:40]=5)[CH:36]=[CH:37][CH:38]=4)=[O:30])[CH:24]=3)=[O:22])[C:11]([NH:12][CH:13]3[CH2:18][CH2:17][O:16][CH2:15][CH2:14]3)=[C:6]2[CH:5]=[N:4]1)[CH3:2], predict the reactants needed to synthesize it. The reactants are: [CH2:1]([N:3]1[C:7]2=[N:8][C:9]([CH2:48][CH3:49])=[C:10]([CH2:19][NH:20][C:21]([C:23]3[CH:28]=[CH:27][CH:26]=[C:25]([C:29]([NH:31][CH2:32][C:33]4[C:34]([CH3:47])=[C:35]([C:39]5[CH:44]=[CH:43][CH:42]=[C:41]([CH:45]=O)[CH:40]=5)[CH:36]=[CH:37][CH:38]=4)=[O:30])[CH:24]=3)=[O:22])[C:11]([NH:12][CH:13]3[CH2:18][CH2:17][O:16][CH2:15][CH2:14]3)=[C:6]2[CH:5]=[N:4]1)[CH3:2].[CH3:50][N:51]1[CH2:57][CH2:56][CH2:55][NH:54][CH2:53][CH2:52]1.C(O[BH-](OC(=O)C)OC(=O)C)(=O)C.[Na+].CC(O)=O. (4) Given the product [C:15]([OH:22])(=[O:21])/[CH:16]=[CH:17]\[C:18]([OH:20])=[O:19].[NH:1]=[C:2]([NH:4][CH2:5][CH2:6][S:7][CH2:8][C@@:9]([CH3:14])([C:11]([OH:13])=[O:12])[NH2:10])[CH3:3], predict the reactants needed to synthesize it. The reactants are: [NH:1]=[C:2]([NH:4][CH2:5][CH2:6][S:7][CH2:8][C@@:9]([CH3:14])([C:11]([OH:13])=[O:12])[NH2:10])[CH3:3].[C:15]([OH:22])(=[O:21])/[CH:16]=[CH:17]\[C:18]([OH:20])=[O:19].CN(C=O)C. (5) Given the product [F:19][C:2]([F:1])([F:18])[C:3]1[CH:4]=[CH:5][C:6]([S:9]([N:12]2[CH2:17][CH2:16][N:15]([C:29]([C:22]3[CH:21]=[N:20][N:24]4[CH:25]=[CH:26][CH:27]=[N:28][C:23]=34)=[O:30])[CH2:14][CH2:13]2)(=[O:10])=[O:11])=[CH:7][CH:8]=1, predict the reactants needed to synthesize it. The reactants are: [F:1][C:2]([F:19])([F:18])[C:3]1[CH:8]=[CH:7][C:6]([S:9]([N:12]2[CH2:17][CH2:16][NH:15][CH2:14][CH2:13]2)(=[O:11])=[O:10])=[CH:5][CH:4]=1.[N:20]1[N:24]2[CH:25]=[CH:26][CH:27]=[N:28][C:23]2=[C:22]([C:29](O)=[O:30])[CH:21]=1.C1C=CC2N(O)N=NC=2C=1.O.CN(C(ON1N=NC2C=CC=CC1=2)=[N+](C)C)C.F[P-](F)(F)(F)(F)F.CCN(C(C)C)C(C)C. (6) Given the product [OH:1][C:2]1[CH:7]=[CH:6][CH:5]=[CH:4][C:3]=1[CH2:8][CH2:9][CH2:10][NH:11][CH2:12][C:13]([O:15][CH3:16])=[O:14], predict the reactants needed to synthesize it. The reactants are: [OH:1][C:2]1[CH:7]=[CH:6][CH:5]=[CH:4][C:3]=1[CH:8]=[CH:9][CH2:10][NH:11][CH2:12][C:13]([O:15][CH3:16])=[O:14]. (7) The reactants are: [O:1]=[C:2]1[NH:7][C:6](=[O:8])[C:5]([C:9]2[CH:14]=[N:13][CH:12]=[CH:11][N:10]=2)=[CH:4][N:3]1[CH2:15][CH2:16][CH:17]=O.[F:19][C:20]([F:34])([F:33])[C:21]1[CH:26]=[CH:25][C:24]([C@:27]23[CH2:32][C@H:31]2[CH2:30][NH:29][CH2:28]3)=[CH:23][CH:22]=1.[BH-](OC(C)=O)(OC(C)=O)OC(C)=O.[Na+].[OH-].[Na+]. Given the product [N:10]1[CH:11]=[CH:12][N:13]=[CH:14][C:9]=1[C:5]1[C:6](=[O:8])[NH:7][C:2](=[O:1])[N:3]([CH2:15][CH2:16][CH2:17][N:29]2[CH2:30][C@H:31]3[C@:27]([C:24]4[CH:23]=[CH:22][C:21]([C:20]([F:19])([F:34])[F:33])=[CH:26][CH:25]=4)([CH2:32]3)[CH2:28]2)[CH:4]=1, predict the reactants needed to synthesize it. (8) The reactants are: [C:1]1([CH2:7][CH2:8][CH2:9][CH2:10][CH2:11][CH2:12][C:13]([C:15]2[NH:16][C:17](C(OC)=O)=[N:18][N:19]=2)=[O:14])[CH:6]=[CH:5][CH:4]=[CH:3][CH:2]=1. Given the product [C:1]1([CH2:7][CH2:8][CH2:9][CH2:10][CH2:11][CH2:12][C:13]([C:15]2[NH:16][CH:17]=[N:18][N:19]=2)=[O:14])[CH:6]=[CH:5][CH:4]=[CH:3][CH:2]=1, predict the reactants needed to synthesize it. (9) Given the product [Br:1][C:2]1[CH:17]=[CH:16][C:5]([O:6][CH2:7][CH2:8][N:9]2[CH2:10][CH2:11][N:12]([CH3:15])[CH2:13][CH2:14]2)=[C:4]([Cl:34])[C:3]=1[F:18], predict the reactants needed to synthesize it. The reactants are: [Br:1][C:2]1[CH:17]=[CH:16][C:5]([O:6][CH2:7][CH2:8][N:9]2[CH2:14][CH2:13][N:12]([CH3:15])[CH2:11][CH2:10]2)=[CH:4][C:3]=1[F:18].C(=O)=O.CC(C)=O.[Li+].CC([N-]C(C)C)C.[Cl:34]C(Cl)(Cl)C(Cl)(Cl)Cl.